Predict the reactants needed to synthesize the given product. From a dataset of Full USPTO retrosynthesis dataset with 1.9M reactions from patents (1976-2016). (1) Given the product [F:19][C:16]([F:17])([F:18])[S:13]([O:12][C:23]1[CH:24]=[CH:25][C:26]([C:29]2[CH:30]=[C:31]([C:34]([NH:36][CH2:37][CH2:38][N:39]3[CH2:40][CH2:41][O:42][CH2:43][CH2:44]3)=[O:35])[S:32][CH:33]=2)=[CH:27][CH:28]=1)(=[O:14])=[O:15], predict the reactants needed to synthesize it. The reactants are: N1C=CC=CC=1.FC(F)(F)S([O:12][S:13]([C:16]([F:19])([F:18])[F:17])(=[O:15])=[O:14])(=O)=O.O[C:23]1[CH:28]=[CH:27][C:26]([C:29]2[CH:30]=[C:31]([C:34]([NH:36][CH2:37][CH2:38][N:39]3[CH2:44][CH2:43][O:42][CH2:41][CH2:40]3)=[O:35])[S:32][CH:33]=2)=[CH:25][CH:24]=1. (2) Given the product [F:1][C:2]1[CH:8]=[CH:7][C:6]([F:9])=[CH:5][C:3]=1[N:4]1[CH2:16][CH2:15][NH:14][CH2:13][CH2:12]1, predict the reactants needed to synthesize it. The reactants are: [F:1][C:2]1[CH:8]=[CH:7][C:6]([F:9])=[CH:5][C:3]=1[NH2:4].Cl.Cl[CH2:12][CH2:13][NH:14][CH2:15][CH2:16]Cl.C(=O)([O-])[O-].[Na+].[Na+].[OH-].[Na+]. (3) Given the product [NH2:1][C:2]1[CH:10]=[CH:9][C:5]([C:6]([NH:45][C:46]2[SH:47]([Cl:23])[CH:48]=[CH:49][N:50]=2)=[O:8])=[C:4]([O:12][CH3:13])[CH:3]=1, predict the reactants needed to synthesize it. The reactants are: [NH2:1][C:2]1[C:10](Cl)=[CH:9][C:5]([C:6]([OH:8])=O)=[C:4]([O:12][CH3:13])[CH:3]=1.CCN(C(C)C)C(C)C.[ClH:23].CN(C)CCCN=C=NCC.ON1C2C=CC=CC=2N=N1.[NH2:45][C:46]1[S:47][CH:48]=[CH:49][N:50]=1.